From a dataset of Retrosynthesis with 50K atom-mapped reactions and 10 reaction types from USPTO. Predict the reactants needed to synthesize the given product. (1) Given the product Nc1nc(CCc2ccc3cc[nH]c3c2)cc(=O)n1CC1OCCO1, predict the reactants needed to synthesize it. The reactants are: BrCC1OCCO1.Nc1nc(CCc2ccc3cc[nH]c3c2)cc(=O)[nH]1. (2) Given the product CCCCOc1ccc(C=O)cc1, predict the reactants needed to synthesize it. The reactants are: CCCCBr.O=Cc1ccc(O)cc1. (3) Given the product COC(=O)c1ccc(OCC=C(C)COCC(C)C)cc1, predict the reactants needed to synthesize it. The reactants are: CC(C)CO.COC(=O)c1ccc(OCC=C(C)CBr)cc1. (4) Given the product O=S(CCCCCCCCCC1c2ccc(O)cc2OCC1c1ccc(O)cc1)CCCC(F)(F)C(F)(F)F, predict the reactants needed to synthesize it. The reactants are: O=S([O-])OO.Oc1ccc(C2COc3cc(O)ccc3C2CCCCCCCCCSCCCC(F)(F)C(F)(F)F)cc1. (5) Given the product O=CCN1CCc2ccccc2C1, predict the reactants needed to synthesize it. The reactants are: OCCN1CCc2ccccc2C1. (6) Given the product CC(Oc1ccc(CNC(=O)c2cccnc2Oc2ccc(F)cc2)c(F)c1)C(=O)OC(C)(C)C, predict the reactants needed to synthesize it. The reactants are: CC(Oc1ccc(CN)c(F)c1)C(=O)OC(C)(C)C.O=C(O)c1cccnc1Oc1ccc(F)cc1.